Dataset: Forward reaction prediction with 1.9M reactions from USPTO patents (1976-2016). Task: Predict the product of the given reaction. Given the reactants C([O:8][N:9]1[C:14]2[N:15]=[CH:16][N:17]=[C:18]([CH3:19])[C:13]=2[C:12]([NH:20][CH2:21][C:22]2[CH:27]=[CH:26][CH:25]=[C:24]([OH:28])[CH:23]=2)=[CH:11][C:10]1=[O:29])C1C=CC=CC=1.[H][H], predict the reaction product. The product is: [OH:8][N:9]1[C:14]2[N:15]=[CH:16][N:17]=[C:18]([CH3:19])[C:13]=2[C:12]([NH:20][CH2:21][C:22]2[CH:27]=[CH:26][CH:25]=[C:24]([OH:28])[CH:23]=2)=[CH:11][C:10]1=[O:29].